Dataset: Full USPTO retrosynthesis dataset with 1.9M reactions from patents (1976-2016). Task: Predict the reactants needed to synthesize the given product. (1) Given the product [F:34][C:35]1[CH:40]=[CH:39][CH:38]=[CH:37][C:36]=1[C:41]1[CH:46]=[N:45][C:44]([N:47]2[C:55]3[C:50](=[CH:51][CH:52]=[C:53]([C:56]([N:15]4[CH2:14][CH2:13][CH2:12][C@H:10]4[CH2:11][CH2:62][O:63][CH3:64])=[O:58])[CH:54]=3)[C:49]([S:59]([CH3:61])=[O:60])=[CH:48]2)=[N:43][CH:42]=1, predict the reactants needed to synthesize it. The reactants are: CN(C(ON1N=N[C:11]2[CH:12]=[CH:13][CH:14]=[N:15][C:10]1=2)=[N+](C)C)C.F[P-](F)(F)(F)(F)F.C(N(C(C)C)CC)(C)C.[F:34][C:35]1[CH:40]=[CH:39][CH:38]=[CH:37][C:36]=1[C:41]1[CH:42]=[N:43][C:44]([N:47]2[C:55]3[C:50](=[CH:51][CH:52]=[C:53]([C:56]([OH:58])=O)[CH:54]=3)[C:49]([S:59]([CH3:61])=[O:60])=[CH:48]2)=[N:45][CH:46]=1.[CH3:62][O:63][CH2:64][C@@H]1CCCN1. (2) Given the product [F:8][C:7]1[CH:6]=[CH:5][C:4]([NH:9][C:10](=[O:15])[C:11]([CH3:14])([CH3:13])[CH3:12])=[CH:3][C:2]=1[CH:31]([OH:32])[C:27]1[CH:26]=[C:25]2[C:30](=[CH:29][CH:28]=1)[N:21]=[CH:22][CH:23]=[N:24]2, predict the reactants needed to synthesize it. The reactants are: Br[C:2]1[CH:3]=[C:4]([NH:9][C:10](=[O:15])[C:11]([CH3:14])([CH3:13])[CH3:12])[CH:5]=[CH:6][C:7]=1[F:8].[Li]CCCC.[N:21]1[C:30]2[C:25](=[CH:26][C:27]([CH:31]=[O:32])=[CH:28][CH:29]=2)[N:24]=[CH:23][CH:22]=1. (3) Given the product [ClH:35].[CH3:17][N:16]([CH3:23])[CH2:15][CH2:14][O:36][C:10]1[CH:41]=[C:40]([O:39][CH3:38])[CH:7]=[CH:8][C:9]=1[NH:12][C:13]1[CH:21]=[CH:20][CH:19]=[C:18]2[C:14]=1[C:15](=[O:31])[N:16]([CH:23]1[CH2:28][CH2:27][C:26](=[O:29])[NH:25][C:24]1=[O:30])[C:17]2=[O:22], predict the reactants needed to synthesize it. The reactants are: CN(C)CCOC1C=[CH:10][C:9]([NH:12][C:13]2[CH:21]=[CH:20][CH:19]=[C:18]3[C:14]=2[C:15](=[O:31])[N:16]([CH:23]2[CH2:28][CH2:27][C:26](=[O:29])[NH:25][C:24]2=[O:30])[C:17]3=[O:22])=[C:8](OC)[CH:7]=1.[ClH:35].[OH2:36].C[CH2:38][O:39][CH2:40][CH3:41]. (4) Given the product [Br:1][C:2]1[N:3]([C:20]2[CH:25]=[CH:24][C:23]([S:26](=[O:32])(=[O:33])[NH:27][C:28]([CH3:31])([CH3:30])[CH3:29])=[C:22]([C:34]([F:36])([F:37])[F:35])[CH:21]=2)[C:4]([CH2:13][CH:14]2[CH2:15][CH2:16][CH2:17][CH2:18][CH2:19]2)=[C:5]([CH3:12])[C:6]=1[C:7]([NH:39][CH2:40][CH2:41][C:42]([CH3:48])([CH3:47])[C:43]([OH:45])=[O:44])=[O:8], predict the reactants needed to synthesize it. The reactants are: [Br:1][C:2]1[N:3]([C:20]2[CH:25]=[CH:24][C:23]([S:26](=[O:33])(=[O:32])[NH:27][C:28]([CH3:31])([CH3:30])[CH3:29])=[C:22]([C:34]([F:37])([F:36])[F:35])[CH:21]=2)[C:4]([CH2:13][CH:14]2[CH2:19][CH2:18][CH2:17][CH2:16][CH2:15]2)=[C:5]([CH3:12])[C:6]=1[C:7](OCC)=[O:8].Cl.[NH2:39][CH2:40][CH2:41][C:42]([CH3:48])([CH3:47])[C:43]([O:45]C)=[O:44]. (5) Given the product [Cl:55][C:15]1[CH:16]=[CH:17][C:12]([NH:9][C:21]([C:23]2[CH:24]=[N:25][N:26]([C:49]3[CH:54]=[CH:53][CH:52]=[CH:51][CH:50]=3)[C:27]=2[NH:28][C:39](=[O:48])[C:40]2[CH:45]=[CH:44][C:43]([Cl:46])=[CH:42][C:41]=2[Cl:47])=[O:22])=[CH:13][CH:14]=1, predict the reactants needed to synthesize it. The reactants are: C(OC(C1C=N[N:9]([C:12]2[CH:17]=[CH:16][CH:15]=[CH:14][CH:13]=2)C=1N)=O)C.C(O[C:21]([C:23]1[CH:24]=[N:25][N:26]([C:49]2[CH:54]=[CH:53][CH:52]=[CH:51][CH:50]=2)[C:27]=1[N:28]([C:39](=[O:48])[C:40]1[CH:45]=[CH:44][C:43]([Cl:46])=[CH:42][C:41]=1[Cl:47])C(=O)C1C=CC(Cl)=CC=1Cl)=[O:22])C.[Cl:55]CCl. (6) Given the product [C:8]([C:10]1[N:11]=[CH:12][C:13]([NH:16][C:17]2[CH:22]=[C:21]([NH:23][CH2:24][CH:25]3[CH2:30][CH2:29][NH:28][CH2:27][CH2:26]3)[C:20]([C:38]([NH:39][C:40]3[CH:41]=[CH:42][CH:43]=[CH:44][CH:45]=3)=[O:46])=[CH:19][N:18]=2)=[N:14][CH:15]=1)#[N:9], predict the reactants needed to synthesize it. The reactants are: C(O)(C(F)(F)F)=O.[C:8]([C:10]1[N:11]=[CH:12][C:13]([NH:16][C:17]2[CH:22]=[C:21]([NH:23][CH2:24][CH:25]3[CH2:30][CH2:29][N:28](C(OC(C)(C)C)=O)[CH2:27][CH2:26]3)[C:20]([C:38](=[O:46])[NH:39][C:40]3[CH:45]=[CH:44][CH:43]=[CH:42][CH:41]=3)=[CH:19][N:18]=2)=[N:14][CH:15]=1)#[N:9].